From a dataset of Full USPTO retrosynthesis dataset with 1.9M reactions from patents (1976-2016). Predict the reactants needed to synthesize the given product. (1) Given the product [CH3:10][O:9][C:7](=[O:8])[C:6]1[CH:11]=[C:12]([O:14][C:18]2[CH:17]=[CH:16][C:25]3[C:20](=[CH:21][CH:22]=[CH:23][CH:24]=3)[CH:19]=2)[CH:13]=[C:4]([C:3]([O:2][CH3:1])=[O:15])[CH:5]=1, predict the reactants needed to synthesize it. The reactants are: [CH3:1][O:2][C:3](=[O:15])[C:4]1[CH:13]=[C:12]([OH:14])[CH:11]=[C:6]([C:7]([O:9][CH3:10])=[O:8])[CH:5]=1.[C:16]1(B(O)O)[C:25]2[C:20](=[CH:21][CH:22]=[CH:23][CH:24]=2)[CH:19]=[CH:18][CH:17]=1.CCN(CC)CC. (2) The reactants are: [CH3:1][C:2]1[O:6][N:5]=[C:4]([C:7]2[CH:12]=[CH:11][CH:10]=[CH:9][CH:8]=2)[C:3]=1[CH2:13][O:14][C:15]1[CH:23]=[CH:22][C:18]([C:19]([OH:21])=O)=[CH:17][N:16]=1.[NH2:24][CH2:25][C:26]1[CH:31]=[CH:30][CH:29]=[CH:28][N:27]=1. Given the product [CH3:1][C:2]1[O:6][N:5]=[C:4]([C:7]2[CH:8]=[CH:9][CH:10]=[CH:11][CH:12]=2)[C:3]=1[CH2:13][O:14][C:15]1[CH:23]=[CH:22][C:18]([C:19]([NH:24][CH2:25][C:26]2[CH:31]=[CH:30][CH:29]=[CH:28][N:27]=2)=[O:21])=[CH:17][N:16]=1, predict the reactants needed to synthesize it. (3) Given the product [C:43]([C:33]1[CH:32]=[C:31]([NH:30][C:28]([NH:27][C:22]2[CH:23]=[CH:24][C:25]([CH3:26])=[C:20]([NH:19][C:16]([C:11]3[CH:12]=[CH:13][C:14](=[O:15])[N:9]([C:3]4[C:4]([Cl:8])=[CH:5][CH:6]=[CH:7][C:2]=4[Cl:1])[CH:10]=3)=[O:18])[CH:21]=2)=[O:29])[N:35]([C:36]2[CH:37]=[CH:38][C:39]([CH3:42])=[CH:40][CH:41]=2)[N:34]=1)([CH3:46])([CH3:45])[CH3:44], predict the reactants needed to synthesize it. The reactants are: [Cl:1][C:2]1[CH:7]=[CH:6][CH:5]=[C:4]([Cl:8])[C:3]=1[N:9]1[C:14](=[O:15])[CH:13]=[CH:12][C:11]([C:16]([OH:18])=O)=[CH:10]1.[NH2:19][C:20]1[CH:21]=[C:22]([NH:27][C:28]([NH:30][C:31]2[N:35]([C:36]3[CH:41]=[CH:40][C:39]([CH3:42])=[CH:38][CH:37]=3)[N:34]=[C:33]([C:43]([CH3:46])([CH3:45])[CH3:44])[CH:32]=2)=[O:29])[CH:23]=[CH:24][C:25]=1[CH3:26].CN(C(ON1N=NC2C=CC=NC1=2)=[N+](C)C)C.F[P-](F)(F)(F)(F)F.CCN(C(C)C)C(C)C.